From a dataset of Full USPTO retrosynthesis dataset with 1.9M reactions from patents (1976-2016). Predict the reactants needed to synthesize the given product. Given the product [CH2:1]([N:8]([CH2:22][C:23]([O:25][CH3:26])=[O:24])[CH2:9][C:10]1([CH2:13][OH:14])[CH2:11][CH2:12]1)[C:2]1[CH:7]=[CH:6][CH:5]=[CH:4][CH:3]=1, predict the reactants needed to synthesize it. The reactants are: [CH2:1]([N:8]([CH2:22][C:23]([O:25][CH3:26])=[O:24])[CH2:9][C:10]1([CH2:13][O:14][Si](C(C)(C)C)(C)C)[CH2:12][CH2:11]1)[C:2]1[CH:7]=[CH:6][CH:5]=[CH:4][CH:3]=1.C(#N)C.F[Si-2](F)(F)(F)(F)F.[H+].[H+].